From a dataset of Full USPTO retrosynthesis dataset with 1.9M reactions from patents (1976-2016). Predict the reactants needed to synthesize the given product. (1) Given the product [F:8][C:7]1[CH:6]=[C:5]([N+:9]([O-:11])=[O:10])[C:4]([NH:19][C:16]2[CH:15]=[C:14]([CH3:13])[NH:18][N:17]=2)=[N:3][C:2]=1[F:1], predict the reactants needed to synthesize it. The reactants are: [F:1][C:2]1[C:7]([F:8])=[CH:6][C:5]([N+:9]([O-:11])=[O:10])=[C:4](F)[N:3]=1.[CH3:13][C:14]1[NH:18][N:17]=[C:16]([NH2:19])[CH:15]=1.CCN(C(C)C)C(C)C. (2) Given the product [F:24][C:23]([F:26])([F:25])[CH2:22][NH:21][C:19]([C:10]1[C:11](=[O:18])[C:12]2[C:17](=[N:16][CH:15]=[CH:14][CH:13]=2)[N:8]([C:4]2[CH:5]=[CH:6][CH:7]=[C:2]([B:27]3[O:31][C:30]([CH3:33])([CH3:32])[C:29]([CH3:35])([CH3:34])[O:28]3)[CH:3]=2)[CH:9]=1)=[O:20], predict the reactants needed to synthesize it. The reactants are: Br[C:2]1[CH:3]=[C:4]([N:8]2[C:17]3[C:12](=[CH:13][CH:14]=[CH:15][N:16]=3)[C:11](=[O:18])[C:10]([C:19]([NH:21][CH2:22][C:23]([F:26])([F:25])[F:24])=[O:20])=[CH:9]2)[CH:5]=[CH:6][CH:7]=1.[B:27]1([B:27]2[O:31][C:30]([CH3:33])([CH3:32])[C:29]([CH3:35])([CH3:34])[O:28]2)[O:31][C:30]([CH3:33])([CH3:32])[C:29]([CH3:35])([CH3:34])[O:28]1.CC([O-])=O.[K+].[NH4+].[Cl-].